Dataset: Peptide-MHC class II binding affinity with 134,281 pairs from IEDB. Task: Regression. Given a peptide amino acid sequence and an MHC pseudo amino acid sequence, predict their binding affinity value. This is MHC class II binding data. (1) The peptide sequence is NFTVGRIIELFTAKG. The MHC is DRB1_1001 with pseudo-sequence DRB1_1001. The binding affinity (normalized) is 0.588. (2) The peptide sequence is PEAKYDAYVATLTEA. The MHC is DRB1_1201 with pseudo-sequence DRB1_1201. The binding affinity (normalized) is 0. (3) The peptide sequence is WLLIEVLKGMKTTSE. The MHC is DRB1_0404 with pseudo-sequence DRB1_0404. The binding affinity (normalized) is 0.778. (4) The peptide sequence is SSMHLIVQNAYKQMI. The MHC is DRB1_1101 with pseudo-sequence DRB1_1101. The binding affinity (normalized) is 0.617. (5) The peptide sequence is KCPSTGEAHLAEENE. The MHC is DRB1_1101 with pseudo-sequence DRB1_1101. The binding affinity (normalized) is 0.0797. (6) The peptide sequence is YQIAFSRGNRAFIAI. The MHC is HLA-DPA10201-DPB10101 with pseudo-sequence HLA-DPA10201-DPB10101. The binding affinity (normalized) is 0.446. (7) The peptide sequence is TVAAAPQVKYAVFEA. The MHC is HLA-DQA10104-DQB10503 with pseudo-sequence HLA-DQA10104-DQB10503. The binding affinity (normalized) is 0.0664. (8) The peptide sequence is EKKYFAATQFEPVAA. The MHC is DRB1_1602 with pseudo-sequence DRB1_1602. The binding affinity (normalized) is 0.588. (9) The peptide sequence is HGSEPCIIHRGKPF. The MHC is HLA-DQA10102-DQB10602 with pseudo-sequence HLA-DQA10102-DQB10602. The binding affinity (normalized) is 0.190. (10) The peptide sequence is TAAATAPADDKFTVF. The MHC is DRB1_1602 with pseudo-sequence DRB1_1602. The binding affinity (normalized) is 0.330.